From a dataset of Reaction yield outcomes from USPTO patents with 853,638 reactions. Predict the reaction yield, written as a fraction of the theoretical maximum amount of product (1.0 means a 100% yield; for example, 0.34 means a 34% yield). (1) The reactants are [NH2:1][CH2:2][CH:3]1[S:7][C:6]([C:8]2[NH:9][C:10]3[C:15]([CH:16]=2)=[CH:14][CH:13]=[CH:12][C:11]=3[N:17]([CH3:26])[S:18]([C:21]2[S:22][CH:23]=[CH:24][CH:25]=2)(=[O:20])=[O:19])=[N:5][CH2:4]1.[C:27](OC(=O)C)(=[O:29])[CH3:28].O. The catalyst is CN(C)C(=O)C. The product is [CH3:26][N:17]([S:18]([C:21]1[S:22][CH:23]=[CH:24][CH:25]=1)(=[O:20])=[O:19])[C:11]1[CH:12]=[CH:13][CH:14]=[C:15]2[C:10]=1[NH:9][C:8]([C:6]1[S:7][CH:3]([CH2:2][NH:1][C:27](=[O:29])[CH3:28])[CH2:4][N:5]=1)=[CH:16]2. The yield is 0.680. (2) The reactants are [Cl:1][C:2]1[C:3]([NH:17][C:18]2[CH:26]=[CH:25][CH:24]=[CH:23][C:19]=2[C:20]([OH:22])=O)=[CH:4][C:5]([NH:8][C:9]2[N:13]([CH2:14][CH3:15])[N:12]=[C:11]([CH3:16])[CH:10]=2)=[N:6][CH:7]=1.C1C=C[C:30]2[N:35]([OH:36])N=NC=2C=1.C(Cl)CCl.CNO.CCN(C(C)C)C(C)C. The catalyst is CN(C)C=O. The product is [Cl:1][C:2]1[C:3]([NH:17][C:18]2[CH:26]=[CH:25][CH:24]=[CH:23][C:19]=2[C:20]([N:35]([OH:36])[CH3:30])=[O:22])=[CH:4][C:5]([NH:8][C:9]2[N:13]([CH2:14][CH3:15])[N:12]=[C:11]([CH3:16])[CH:10]=2)=[N:6][CH:7]=1. The yield is 0.231. (3) The reactants are [OH:1][CH2:2][C@@H:3]1[CH2:5][C@H:4]1[CH2:6][C:7]([OH:9])=[O:8].[CH2:10](Br)[C:11]1[CH:16]=[CH:15][CH:14]=[CH:13][CH:12]=1.C(=O)([O-])[O-].[K+].[K+].CN(C=O)C. The catalyst is O. The product is [OH:1][CH2:2][C@@H:3]1[CH2:5][C@H:4]1[CH2:6][C:7]([O:9][CH2:10][C:11]1[CH:16]=[CH:15][CH:14]=[CH:13][CH:12]=1)=[O:8]. The yield is 0.520. (4) No catalyst specified. The yield is 0.340. The reactants are [N:1]1[C:10]2[NH:9][CH2:8][CH2:7][CH2:6][C:5]=2[CH:4]=[CH:3][C:2]=1[CH2:11][CH2:12][CH2:13][C:14]1[S:18][C:17]([CH2:19][C@@H:20]([C:22]([O:24]C)=[O:23])[NH2:21])=[CH:16][CH:15]=1.[Cl:26][C:27]1[CH:35]=[N:34][CH:33]=[C:32]([Cl:36])[C:28]=1[C:29](O)=[O:30]. The product is [Cl:26][C:27]1[CH:35]=[N:34][CH:33]=[C:32]([Cl:36])[C:28]=1[C:29]([NH:21][C@H:20]([C:22]([OH:24])=[O:23])[CH2:19][C:17]1[S:18][C:14]([CH2:13][CH2:12][CH2:11][C:2]2[CH:3]=[CH:4][C:5]3[CH2:6][CH2:7][CH2:8][NH:9][C:10]=3[N:1]=2)=[CH:15][CH:16]=1)=[O:30]. (5) The reactants are [NH:1]([C:3]1[N:4]=[C:5]2[CH:11]=[CH:10][N:9]([S:12]([C:15]3[CH:21]=[CH:20][C:18]([CH3:19])=[CH:17][CH:16]=3)(=[O:14])=[O:13])[C:6]2=[N:7][CH:8]=1)[NH2:2].[N:22]1([C:28](Cl)=[O:29])[CH2:27][CH2:26][CH2:25][CH2:24][CH2:23]1.C(Cl)Cl. The catalyst is C(Cl)(Cl)Cl. The product is [S:12]([N:9]1[C:6]2=[N:7][CH:8]=[C:3]([NH:1][NH:2][C:28]([N:22]3[CH2:27][CH2:26][CH2:25][CH2:24][CH2:23]3)=[O:29])[N:4]=[C:5]2[CH:11]=[CH:10]1)([C:15]1[CH:21]=[CH:20][C:18]([CH3:19])=[CH:17][CH:16]=1)(=[O:13])=[O:14]. The yield is 1.00. (6) The reactants are [NH2:1][C:2]1[CH:3]=[N:4][CH:5]=[CH:6][CH:7]=1.Cl[C:9]([O:11][C:12]1[CH:17]=[CH:16][CH:15]=[CH:14][CH:13]=1)=[O:10]. No catalyst specified. The product is [N:4]1[CH:5]=[CH:6][CH:7]=[C:2]([NH:1][C:9](=[O:10])[O:11][C:12]2[CH:17]=[CH:16][CH:15]=[CH:14][CH:13]=2)[CH:3]=1. The yield is 0.620. (7) The reactants are [Cl:1][C:2]1[N:10]=[C:9]([Cl:11])[CH:8]=[CH:7][C:3]=1[C:4]([OH:6])=[O:5].OS(O)(=O)=O.[CH3:17][CH2:18]O. No catalyst specified. The product is [Cl:1][C:2]1[N:10]=[C:9]([Cl:11])[CH:8]=[CH:7][C:3]=1[C:4]([O:6][CH2:17][CH3:18])=[O:5]. The yield is 0.852.